The task is: Predict the reaction yield, written as a fraction of the theoretical maximum amount of product (1.0 means a 100% yield; for example, 0.34 means a 34% yield).. This data is from Reaction yield outcomes from USPTO patents with 853,638 reactions. (1) The reactants are [Cl:1][C:2]1[CH:7]=[CH:6][C:5]([Cl:8])=[CH:4][C:3]=1[C:9](=[O:22])[CH2:10][N:11]1[C:19](=[O:20])[C:18]2[C:13](=[CH:14][CH:15]=[CH:16][CH:17]=2)[C:12]1=[O:21]. The catalyst is COC(OC)N(C)C. The product is [Cl:1][C:2]1[CH:7]=[CH:6][C:5]([Cl:8])=[CH:4][C:3]=1[C:9](=[O:22])[C:10]([N:11]1[C:19](=[O:20])[C:18]2[C:13](=[CH:14][CH:15]=[CH:16][CH:17]=2)[C:12]1=[O:21])=[CH:10][N:11]([CH3:19])[CH3:12]. The yield is 0.770. (2) The reactants are Br[C:2]1[CH:3]=[C:4]([CH:21]=[C:22]([F:24])[CH:23]=1)[CH2:5][CH2:6][C:7]1[CH:12]=[C:11]([CH3:13])[CH:10]=[C:9]([N:14]2[C:18]([CH3:19])=[CH:17][CH:16]=[C:15]2[CH3:20])[N:8]=1.[C:25]([N:32]1[CH2:37][CH2:36][CH:35]([NH2:38])[CH2:34][CH2:33]1)([O:27][C:28]([CH3:31])([CH3:30])[CH3:29])=[O:26]. No catalyst specified. The product is [CH3:20][C:15]1[N:14]([C:9]2[N:8]=[C:7]([CH2:6][CH2:5][C:4]3[CH:3]=[C:2]([NH:38][CH:35]4[CH2:34][CH2:33][N:32]([C:25]([O:27][C:28]([CH3:31])([CH3:30])[CH3:29])=[O:26])[CH2:37][CH2:36]4)[CH:23]=[C:22]([F:24])[CH:21]=3)[CH:12]=[C:11]([CH3:13])[CH:10]=2)[C:18]([CH3:19])=[CH:17][CH:16]=1. The yield is 0.720. (3) The reactants are [F:1][C:2]1[CH:7]=[C:6](I)[CH:5]=[CH:4][C:3]=1[N:9]1[CH:14]=[C:13]([O:15][CH3:16])[C:12](=[O:17])[C:11]([C:18]([N:20]([O:22][CH3:23])[CH3:21])=[O:19])=[N:10]1.[NH:24]1[CH:28]=[CH:27][CH:26]=[N:25]1.C(=NO)C1C(=CC=CC=1)O.C([O-])([O-])=O.[Cs+].[Cs+]. The catalyst is CC#N.O. The product is [F:1][C:2]1[CH:7]=[C:6]([N:24]2[CH:28]=[CH:27][CH:26]=[N:25]2)[CH:5]=[CH:4][C:3]=1[N:9]1[CH:14]=[C:13]([O:15][CH3:16])[C:12](=[O:17])[C:11]([C:18]([N:20]([O:22][CH3:23])[CH3:21])=[O:19])=[N:10]1. The yield is 0.250.